From a dataset of Full USPTO retrosynthesis dataset with 1.9M reactions from patents (1976-2016). Predict the reactants needed to synthesize the given product. (1) Given the product [CH3:35][N:33]1[CH:34]=[C:30]([C:27]2[N:26]=[C:25]3[N:21]([CH2:20][C@H:16]4[O:17][CH2:18][CH2:19][N:14]([C:11]5[N:12]=[CH:13][C:8]([CH:5]6[CH2:6][CH2:7][N:2]([CH3:1])[CH2:3][CH2:4]6)=[CH:9][N:10]=5)[CH2:15]4)[N:22]=[N:23][C:24]3=[N:29][CH:28]=2)[CH:31]=[N:32]1, predict the reactants needed to synthesize it. The reactants are: [CH3:1][N:2]1[CH2:7][CH:6]=[C:5]([C:8]2[CH:9]=[N:10][C:11]([N:14]3[CH2:19][CH2:18][O:17][C@H:16]([CH2:20][N:21]4[C:25]5=[N:26][C:27]([C:30]6[CH:31]=[N:32][N:33]([CH3:35])[CH:34]=6)=[CH:28][N:29]=[C:24]5[N:23]=[N:22]4)[CH2:15]3)=[N:12][CH:13]=2)[CH2:4][CH2:3]1. (2) Given the product [C:1]([C:3]1[CH:8]=[CH:7][C:6]([N:9]([CH2:20][CH:21]([CH3:23])[CH3:22])[C@H:10]([C:15]([N:17]([CH3:18])[CH3:19])=[O:16])[C@H:11]([CH2:13][CH3:14])[CH3:12])=[CH:5][C:4]=1[C:24]([F:25])([F:26])[F:27])#[N:2], predict the reactants needed to synthesize it. The reactants are: [C:1]([C:3]1[CH:8]=[CH:7][C:6]([N:9]([CH2:20][C:21]([CH3:23])=[CH2:22])[C@H:10]([C:15]([N:17]([CH3:19])[CH3:18])=[O:16])[C@H:11]([CH2:13][CH3:14])[CH3:12])=[CH:5][C:4]=1[C:24]([F:27])([F:26])[F:25])#[N:2].[H][H]. (3) Given the product [CH3:1][O:2][C:3]1[CH:4]=[C:5]([CH:23]=[CH:24][C:25]=1[O:26][CH3:27])[CH2:6][CH:7]1[C:16]2[C:11](=[CH:12][C:13]([O:21][CH3:22])=[C:14]([O:19][CH3:20])[C:15]=2[O:17][CH3:18])[CH2:10][CH2:9][N:8]1[CH2:29][C:30]([NH:41][CH2:40][CH2:39][C:33]1[CH:38]=[CH:37][CH:36]=[CH:35][CH:34]=1)=[O:31], predict the reactants needed to synthesize it. The reactants are: [CH3:1][O:2][C:3]1[CH:4]=[C:5]([CH:23]=[CH:24][C:25]=1[O:26][CH3:27])[CH2:6][CH:7]1[C:16]2[C:11](=[CH:12][C:13]([O:21][CH3:22])=[C:14]([O:19][CH3:20])[C:15]=2[O:17][CH3:18])[CH2:10][CH2:9][NH:8]1.Br[CH2:29][C:30](Br)=[O:31].[C:33]1([CH2:39][CH2:40][NH2:41])[CH:38]=[CH:37][CH:36]=[CH:35][CH:34]=1. (4) Given the product [NH2:1][CH2:4][CH2:5][N:6]1[C:14]2[CH:13]=[CH:12][CH:11]=[CH:10][C:9]=2[C:8]2[CH2:15][CH2:16][N:17]([C:20]([O:22][C:23]([CH3:26])([CH3:25])[CH3:24])=[O:21])[CH2:18][CH2:19][C:7]1=2, predict the reactants needed to synthesize it. The reactants are: [N:1]([CH2:4][CH2:5][N:6]1[C:14]2[CH:13]=[CH:12][CH:11]=[CH:10][C:9]=2[C:8]2[CH2:15][CH2:16][N:17]([C:20]([O:22][C:23]([CH3:26])([CH3:25])[CH3:24])=[O:21])[CH2:18][CH2:19][C:7]1=2)=[N+]=[N-].CCO. (5) Given the product [C:1]([O:5][C:6](=[O:7])[NH:8][C@@H:9]1[CH2:13][CH2:12][C@@H:11]([NH:36][C:39]([O:44][CH2:41][CH:42]=[CH2:43])=[O:24])[CH2:10]1)([CH3:2])([CH3:3])[CH3:4], predict the reactants needed to synthesize it. The reactants are: [C:1]([O:5][C:6]([NH:8][C@@H:9]1[CH2:13][CH2:12][C@@H:11](C(O)=O)[CH2:10]1)=[O:7])([CH3:4])([CH3:3])[CH3:2].C1(P(N=[N+]=[N-])(C2C=CC=CC=2)=[O:24])C=CC=CC=1.C([N:36]([CH2:39]C)CC)C.[CH2:41]([OH:44])[CH:42]=[CH2:43]. (6) Given the product [NH3:1].[N:1]1[CH:6]=[CH:5][CH:4]=[C:3]([C:7]2[CH:8]=[C:9]([C:13]3[N:17]4[CH:18]=[CH:19][C:20]([CH:22]([OH:23])[CH3:24])=[CH:21][C:16]4=[N:15][CH:14]=3)[CH:10]=[CH:11][CH:12]=2)[CH:2]=1, predict the reactants needed to synthesize it. The reactants are: [N:1]1[CH:6]=[CH:5][CH:4]=[C:3]([C:7]2[CH:8]=[C:9]([C:13]3[N:17]4[CH:18]=[CH:19][C:20]([CH:22]=[O:23])=[CH:21][C:16]4=[N:15][CH:14]=3)[CH:10]=[CH:11][CH:12]=2)[CH:2]=1.[CH3:24][Mg]Br.CO. (7) Given the product [C:3]([N:6]1[C:15]2[C:10](=[CH:11][C:12]([N:16]3[CH:20]=[C:19]([CH3:21])[N:18]=[CH:17]3)=[CH:13][CH:14]=2)[C@H:9]([NH:22][C:25]2[CH:34]=[CH:33][C:28]([C:29]([O:31][CH3:32])=[O:30])=[CH:27][CH:26]=2)[CH2:8][C@@H:7]1[CH3:23])(=[O:5])[CH3:4], predict the reactants needed to synthesize it. The reactants are: Cl.Cl.[C:3]([N:6]1[C:15]2[C:10](=[CH:11][C:12]([N:16]3[CH:20]=[C:19]([CH3:21])[N:18]=[CH:17]3)=[CH:13][CH:14]=2)[C@H:9]([NH2:22])[CH2:8][C@@H:7]1[CH3:23])(=[O:5])[CH3:4].I[C:25]1[CH:34]=[CH:33][C:28]([C:29]([O:31][CH3:32])=[O:30])=[CH:27][CH:26]=1.CC(C)([O-])C.[Na+].C1(P(C2CCCCC2)C2C=CC=CC=2C2C(N(C)C)=CC=CC=2)CCCCC1.